Dataset: Full USPTO retrosynthesis dataset with 1.9M reactions from patents (1976-2016). Task: Predict the reactants needed to synthesize the given product. (1) Given the product [F:36][CH2:35][CH2:34][N:22]1[CH2:21][C:20]2[CH:19]=[N:18][C:17]([NH:6][C:5]3[CH:7]=[CH:8][C:9]([N:10]4[CH:14]=[C:13]([CH3:15])[N:12]=[CH:11]4)=[C:3]([O:2][CH3:1])[CH:4]=3)=[N:27][C:26]=2[O:25][C@H:24]([C:28]2[CH:33]=[CH:32][CH:31]=[CH:30][CH:29]=2)[CH2:23]1, predict the reactants needed to synthesize it. The reactants are: [CH3:1][O:2][C:3]1[CH:4]=[C:5]([CH:7]=[CH:8][C:9]=1[N:10]1[CH:14]=[C:13]([CH3:15])[N:12]=[CH:11]1)[NH2:6].Cl[C:17]1[N:18]=[CH:19][C:20]2[CH2:21][N:22]([CH2:34][CH2:35][F:36])[CH2:23][C@@H:24]([C:28]3[CH:33]=[CH:32][CH:31]=[CH:30][CH:29]=3)[O:25][C:26]=2[N:27]=1. (2) The reactants are: [NH2:1][C:2]1[C:10]2[C:9]([C:11]3[CH:16]=[CH:15][C:14]([Cl:17])=[C:13]([Cl:18])[CH:12]=3)=[N:8][C:7](S(C)=O)=[N:6][C:5]=2[S:4][C:3]=1[C:22]([NH2:24])=[O:23].[CH:25]([NH2:29])([CH2:27][CH3:28])[CH3:26].C1COCC1. Given the product [NH2:1][C:2]1[C:10]2[C:9]([C:11]3[CH:16]=[CH:15][C:14]([Cl:17])=[C:13]([Cl:18])[CH:12]=3)=[N:8][C:7]([NH:29][CH:25]([CH3:26])[CH2:27][CH3:28])=[N:6][C:5]=2[S:4][C:3]=1[C:22]([NH2:24])=[O:23], predict the reactants needed to synthesize it. (3) Given the product [Br:1][C:2]1[CH:3]=[N:4][N:5]2[CH:10]=[CH:9][C:8]([NH:11][CH2:12][CH2:13][NH:14][CH3:15])=[N:7][C:6]=12, predict the reactants needed to synthesize it. The reactants are: [Br:1][C:2]1[CH:3]=[N:4][N:5]2[CH:10]=[CH:9][C:8]([NH:11][CH2:12][CH2:13][N:14](C)[C:15](=O)OC(C)(C)C)=[N:7][C:6]=12.C(O)(C(F)(F)F)=O. (4) Given the product [N:1]1[CH:6]=[CH:5][C:4]([C:7]#[C:8][C:9]2[CH:10]=[C:11]([O:28][C:29]([F:32])([F:30])[F:31])[CH:12]=[C:13]3[C:18]=2[O:17][CH:16]([C:19]([F:22])([F:21])[F:20])[C:15]([C:23]([OH:25])=[O:24])=[CH:14]3)=[CH:3][CH:2]=1, predict the reactants needed to synthesize it. The reactants are: [N:1]1[CH:6]=[CH:5][C:4]([C:7]#[C:8][C:9]2[CH:10]=[C:11]([O:28][C:29]([F:32])([F:31])[F:30])[CH:12]=[C:13]3[C:18]=2[O:17][CH:16]([C:19]([F:22])([F:21])[F:20])[C:15]([C:23]([O:25]CC)=[O:24])=[CH:14]3)=[CH:3][CH:2]=1. (5) Given the product [CH2:1]([S:8]([N:43]1[CH:42]=[C:41]([Br:40])[C:50]2[C:45](=[CH:46][CH:47]=[CH:48][CH:49]=2)[CH:44]1[C:33]1[C:34]2[C:39](=[N:38][CH:37]=[CH:36][CH:35]=2)[NH:31][CH:32]=1)(=[O:10])=[O:9])[C:2]1[CH:7]=[CH:6][CH:5]=[CH:4][CH:3]=1, predict the reactants needed to synthesize it. The reactants are: [CH2:1]([S:8](C1(C2C3C(=NC=CC=3)NC=2)C2C(=CC=CC=2)C(Br)=CN1)(=[O:10])=[O:9])[C:2]1[CH:7]=[CH:6][CH:5]=[CH:4][CH:3]=1.[NH:31]1[C:39]2[C:34](=[CH:35][CH:36]=[CH:37][N:38]=2)[CH:33]=[CH:32]1.[Br:40][C:41]1[C:50]2[C:45](=[CH:46][CH:47]=[CH:48][CH:49]=2)[CH:44]=[N:43][CH:42]=1.